From a dataset of Forward reaction prediction with 1.9M reactions from USPTO patents (1976-2016). Predict the product of the given reaction. (1) Given the reactants [O-2:1].[Zn+2:2].[Sn:3]=O.[O-2].[Yb+3:6].[O-2].[O-2].[Yb+3], predict the reaction product. The product is: [O-2:1].[Zn+2:2].[Sn:3]=[O:1].[O-2:1].[Yb+3:6].[O-2:1].[O-2:1].[Yb+3:6]. (2) Given the reactants [Cl:1][C:2]1[S:6][C:5]([C:7]2([OH:18])[CH2:12][CH2:11][N:10](C(OCC)=O)[CH2:9][CH2:8]2)=[CH:4][CH:3]=1.[OH-].[K+], predict the reaction product. The product is: [Cl:1][C:2]1[S:6][C:5]([C:7]2([OH:18])[CH2:8][CH2:9][NH:10][CH2:11][CH2:12]2)=[CH:4][CH:3]=1. (3) The product is: [CH2:1]([O:8][C:9]1[C:13]([CH:14]([NH:33][C:34]2[CH:35]=[CH:36][C:37]([C:40]([N:42]([CH3:50])[CH2:43][CH2:44][C:45]([OH:47])=[O:46])=[O:41])=[CH:38][CH:39]=2)[CH:16]2[CH2:17][CH2:18][CH2:19][CH2:20][CH2:21]2)=[CH:12][N:11]([C:22]2[CH:27]=[CH:26][C:25]([O:28][C:29]([F:31])([F:32])[F:30])=[CH:24][CH:23]=2)[N:10]=1)[C:2]1[CH:3]=[CH:4][CH:5]=[CH:6][CH:7]=1. Given the reactants [CH2:1]([O:8][C:9]1[C:13]([CH:14]([CH:16]2[CH2:21][CH2:20][CH2:19][CH2:18][CH2:17]2)O)=[CH:12][N:11]([C:22]2[CH:27]=[CH:26][C:25]([O:28][C:29]([F:32])([F:31])[F:30])=[CH:24][CH:23]=2)[N:10]=1)[C:2]1[CH:7]=[CH:6][CH:5]=[CH:4][CH:3]=1.[NH2:33][C:34]1[CH:39]=[CH:38][C:37]([C:40]([N:42]([CH3:50])[CH2:43][CH2:44][C:45]([O:47]CC)=[O:46])=[O:41])=[CH:36][CH:35]=1, predict the reaction product.